Dataset: Reaction yield outcomes from USPTO patents with 853,638 reactions. Task: Predict the reaction yield, written as a fraction of the theoretical maximum amount of product (1.0 means a 100% yield; for example, 0.34 means a 34% yield). (1) The reactants are [Cl:1][C:2]1[CH:7]=[C:6]([O:8][CH3:9])[CH:5]=[C:4]([Cl:10])[N:3]=1.[N+:11]([O-])([OH:13])=[O:12]. The catalyst is S(=O)(=O)(O)O. The product is [Cl:1][C:2]1[C:7]([N+:11]([O-:13])=[O:12])=[C:6]([O:8][CH3:9])[CH:5]=[C:4]([Cl:10])[N:3]=1. The yield is 0.880. (2) The reactants are [OH:1][C@H:2]([CH2:8][C:9](=[O:11])[CH3:10])[CH2:3][C:4]([O:6][CH3:7])=[O:5].N1C=CN=C1.[Si:17](Cl)([C:20]([CH3:23])([CH3:22])[CH3:21])([CH3:19])[CH3:18]. The catalyst is CN(C=O)C. The product is [O:1]([C@H:2]([CH2:8][C:9](=[O:11])[CH3:10])[CH2:3][C:4]([O:6][CH3:7])=[O:5])[Si:17]([C:20]([CH3:23])([CH3:22])[CH3:21])([CH3:19])[CH3:18]. The yield is 0.660. (3) The reactants are B(C1CCCCC1)C1CCCCC1.[CH3:14][C:15]([CH3:19])([CH3:18])[C:16]#[CH:17].[Zn](CC)CC.[CH:25](=[O:32])[C:26]1[CH:31]=[CH:30][CH:29]=[CH:28][CH:27]=1.CC([O:36]C([C@H](O)[C@@H](O)C(OC(C)C)=O)=O)C. The catalyst is CC(O[Ti](OC(C)C)(OC(C)C)OC(C)C)C. The product is [C:15]([CH:16]1[O:36][CH:17]1[CH:25]([C:26]1[CH:31]=[CH:30][CH:29]=[CH:28][CH:27]=1)[OH:32])([CH3:19])([CH3:18])[CH3:14]. The yield is 0.770. (4) The reactants are [NH2:1][C:2]1[CH:6]=CNN=1.CO[C:9]([C:11]1[C:19]2[C:14](=[CH:15][CH:16]=[CH:17][CH:18]=2)[N:13]([CH2:20][CH3:21])[CH:12]=1)=[O:10]. No catalyst specified. The product is [CH2:20]([N:13]1[C:14]2[C:19](=[CH:18][CH:17]=[CH:16][CH:15]=2)[C:11]([C:9](=[O:10])[CH2:6][C:2]#[N:1])=[CH:12]1)[CH3:21]. The yield is 0.910. (5) The reactants are C[Si](C)(C)[O:3][C:4]1[CH2:11][C:8]2([CH2:10][CH2:9]2)[CH:7]([C:12]([O:14][CH2:15][CH3:16])=[O:13])[CH2:6][CH:5]=1.[F-].[K+]. The catalyst is CO. The product is [O:3]=[C:4]1[CH2:11][C:8]2([CH2:9][CH2:10]2)[CH:7]([C:12]([O:14][CH2:15][CH3:16])=[O:13])[CH2:6][CH2:5]1. The yield is 0.200. (6) The reactants are [C:1]([O:5][C:6]([NH:8][C@@H:9]([CH2:13][NH:14][S:15]([C:18]1[CH:23]=[CH:22][CH:21]=[CH:20][C:19]=1[N+:24]([O-:26])=[O:25])(=[O:17])=[O:16])[C:10](O)=[O:11])=[O:7])([CH3:4])([CH3:3])[CH3:2].C1C=CC2N(O)N=NC=2C=1.CCN=C=NCCCN(C)C.Cl.[CH2:49]([O:51][C:52](=[O:56])[CH2:53][NH:54][CH3:55])[CH3:50]. The catalyst is CN(C=O)C.C(Cl)(Cl)Cl. The product is [CH2:49]([O:51][C:52](=[O:56])[CH2:53][N:54]([C:10](=[O:11])[C@@H:9]([NH:8][C:6]([O:5][C:1]([CH3:3])([CH3:2])[CH3:4])=[O:7])[CH2:13][NH:14][S:15]([C:18]1[CH:23]=[CH:22][CH:21]=[CH:20][C:19]=1[N+:24]([O-:26])=[O:25])(=[O:16])=[O:17])[CH3:55])[CH3:50]. The yield is 0.910. (7) The reactants are [CH2:1]([N:3]([CH2:11][CH2:12][N:13]1[CH2:18][CH2:17][S:16][C:15]2[CH:19]=[CH:20][C:21]([N+:23]([O-])=O)=[CH:22][C:14]1=2)[C:4](=[O:10])[O:5][C:6]([CH3:9])([CH3:8])[CH3:7])[CH3:2].O.NN. The catalyst is C(O)C.C(OCC)(=O)C.[Ni]. The product is [NH2:23][C:21]1[CH:20]=[CH:19][C:15]2[S:16][CH2:17][CH2:18][N:13]([CH2:12][CH2:11][N:3]([CH2:1][CH3:2])[C:4](=[O:10])[O:5][C:6]([CH3:9])([CH3:8])[CH3:7])[C:14]=2[CH:22]=1. The yield is 0.950.